Dataset: Forward reaction prediction with 1.9M reactions from USPTO patents (1976-2016). Task: Predict the product of the given reaction. (1) Given the reactants [CH3:1][O:2][C:3]1[CH:16]=[CH:15][CH:14]=[C:13]2[C:4]=1[O:5][C:6]1[CH:7]=[C:8]([C:31]3[CH:36]=[CH:35][CH:34]=[CH:33][C:32]=3[NH:37][C:38](=[O:40])[CH3:39])[CH:9]=[CH:10][C:11]=1[CH:12]2[CH:17]1[CH2:23][CH:22]2[N:24]([C:25](=[O:30])[C:26]([F:29])([F:28])[F:27])[CH:19]([CH2:20][CH2:21]2)[CH2:18]1.FC(F)(F)C(N1C2CCC1CC(C1C3C=CC(C4NN=NN=4)=CC=3OC3C1=CC=CC=3)C2)=[O:44], predict the reaction product. The product is: [CH:22]12[NH:24][CH:19]([CH2:20][CH2:21]1)[CH2:18][CH:17]([CH:12]1[C:11]3[CH:10]=[CH:9][C:8]([C:31]4[CH:36]=[CH:35][CH:34]=[CH:33][C:32]=4[NH:37][C:38](=[O:40])[CH3:39])=[CH:7][C:6]=3[O:5][C:4]3[C:13]1=[CH:14][CH:15]=[CH:16][C:3]=3[O:2][CH3:1])[CH2:23]2.[C:25]([OH:30])([C:26]([F:29])([F:28])[F:27])=[O:44]. (2) The product is: [S:4]1[CH:5]=[CH:6][C:2]([CH:24]([CH:17]2[CH2:22][CH2:21][CH2:20][CH2:19][CH2:18]2)[OH:26])=[C:3]1[C:7]1[S:8][CH:9]=[CH:10][CH:11]=1. Given the reactants Br[C:2]1[CH:6]=[CH:5][S:4][C:3]=1[C:7]1[S:8][CH:9]=[CH:10][CH:11]=1.C([Li])CCC.[C:17]1(=O)[CH2:22][CH2:21][CH2:20][CH2:19][CH2:18]1.[CH2:24]([O:26]CC)C, predict the reaction product. (3) Given the reactants [CH3:1][O:2][C:3]1[CH:8]=[CH:7][C:6]([CH2:9][NH2:10])=[CH:5][CH:4]=1.[C:11]1(=O)[CH2:14][CH2:13][CH2:12]1, predict the reaction product. The product is: [C:11]1(=[N:10][CH2:9][C:6]2[CH:7]=[CH:8][C:3]([O:2][CH3:1])=[CH:4][CH:5]=2)[CH2:14][CH2:13][CH2:12]1. (4) Given the reactants [N+:1]([C:4]1[CH:5]=[C:6]([C:12]2[O:13][C:14]3[CH:20]=[CH:19][C:18](Br)=[CH:17][C:15]=3[N:16]=2)[CH:7]=[CH:8][C:9]=1[O:10][CH3:11])([O-:3])=[O:2].[F:22][C:23]1[CH:28]=[CH:27][C:26](B(O)O)=[CH:25][CH:24]=1, predict the reaction product. The product is: [N+:1]([C:4]1[CH:5]=[C:6]([C:12]2[O:13][C:14]3[CH:20]=[CH:19][C:18]([C:26]4[CH:27]=[CH:28][C:23]([F:22])=[CH:24][CH:25]=4)=[CH:17][C:15]=3[N:16]=2)[CH:7]=[CH:8][C:9]=1[O:10][CH3:11])([O-:3])=[O:2]. (5) The product is: [CH2:1]([NH:10][C:23]([C:19]1[O:18][CH:22]=[CH:16][CH:17]=1)=[O:24])[CH2:2][CH2:3][CH2:4][CH2:5][CH2:6][CH2:7][CH2:8][NH:9][C:23]([C:19]1[O:18][CH:22]=[CH:21][CH:20]=1)=[O:24]. Given the reactants [CH2:1]([NH2:10])[CH2:2][CH2:3][CH2:4][CH2:5][CH2:6][CH2:7][CH2:8][NH2:9].C(N([CH2:16][CH3:17])CC)C.[O:18]1[CH:22]=[CH:21][CH:20]=[C:19]1[C:23](Cl)=[O:24], predict the reaction product. (6) The product is: [NH2:13][C:3]1[C:2]([OH:1])=[C:10]2[C:6]([CH2:7][N:8]([CH3:12])[C:9]2=[O:11])=[CH:5][CH:4]=1. Given the reactants [OH:1][C:2]1[C:3]([N+:13]([O-])=O)=[CH:4][CH:5]=[C:6]2[C:10]=1[C:9](=[O:11])[N:8]([CH3:12])[CH2:7]2, predict the reaction product. (7) Given the reactants [C:1]([C:5]1[C:6]([NH2:14])=[N:7][N:8]2[CH:13]=[CH:12][CH:11]=[N:10][C:9]=12)([CH3:4])([CH3:3])[CH3:2].[CH:15]1([CH2:21][CH2:22][C:23](Cl)=[O:24])[CH2:20][CH2:19][CH2:18][CH2:17][CH2:16]1, predict the reaction product. The product is: [C:1]([C:5]1[C:6]([NH:14][C:23](=[O:24])[CH2:22][CH2:21][CH:15]2[CH2:20][CH2:19][CH2:18][CH2:17][CH2:16]2)=[N:7][N:8]2[CH:13]=[CH:12][CH:11]=[N:10][C:9]=12)([CH3:4])([CH3:2])[CH3:3].